From a dataset of Merck oncology drug combination screen with 23,052 pairs across 39 cell lines. Regression. Given two drug SMILES strings and cell line genomic features, predict the synergy score measuring deviation from expected non-interaction effect. Drug 1: Nc1ccn(C2OC(CO)C(O)C2(F)F)c(=O)n1. Drug 2: CNC(=O)c1cc(Oc2ccc(NC(=O)Nc3ccc(Cl)c(C(F)(F)F)c3)cc2)ccn1. Cell line: SW837. Synergy scores: synergy=0.274.